From a dataset of Full USPTO retrosynthesis dataset with 1.9M reactions from patents (1976-2016). Predict the reactants needed to synthesize the given product. (1) Given the product [F:31][C:30]1[C:29]([F:32])=[C:28]([NH2:33])[C:27]([F:34])=[C:26]([F:35])[C:25]=1[C:9]1[CH:10]=[CH:11][C:12]([CH2:15][CH2:16][CH2:17][CH2:18][CH2:19][CH2:20][CH2:21][CH3:22])=[CH:13][CH:14]=1, predict the reactants needed to synthesize it. The reactants are: CC1(C)C(C)(C)OB([C:9]2[CH:14]=[CH:13][C:12]([CH2:15][CH2:16][CH2:17][CH2:18][CH2:19][CH2:20][CH2:21][CH3:22])=[CH:11][CH:10]=2)O1.Br[C:25]1[C:30]([F:31])=[C:29]([F:32])[C:28]([NH2:33])=[C:27]([F:34])[C:26]=1[F:35]. (2) Given the product [CH3:1][N:2]([CH3:26])[CH2:3][CH2:4][N:5]([CH3:25])[C:6]1[S:7][C:8]2[CH:14]=[C:13]([NH:15][C:16]([C:17]3[CH:22]=[CH:21][C:20]([C:31]4[CH:32]=[CH:33][C:28]([F:27])=[CH:29][C:30]=4[CH3:37])=[CH:19][CH:18]=3)=[O:24])[CH:12]=[CH:11][C:9]=2[N:10]=1, predict the reactants needed to synthesize it. The reactants are: [CH3:1][N:2]([CH3:26])[CH2:3][CH2:4][N:5]([CH3:25])[C:6]1[S:7][C:8]2[CH:14]=[C:13]([NH:15][C:16](=[O:24])[C:17]3[CH:22]=[CH:21][C:20](I)=[CH:19][CH:18]=3)[CH:12]=[CH:11][C:9]=2[N:10]=1.[F:27][C:28]1[CH:33]=[CH:32][C:31](B(O)O)=[C:30]([CH3:37])[CH:29]=1. (3) Given the product [CH3:1][C:2]([S:23]([CH3:26])(=[O:24])=[O:25])([CH2:8][CH2:9][C:10]1[CH:15]=[CH:14][C:13]([S:16][C:17]2[CH:22]=[CH:21][CH:20]=[CH:19][CH:18]=2)=[CH:12][CH:11]=1)[C:3]([OH:5])=[O:4], predict the reactants needed to synthesize it. The reactants are: [CH3:1][C:2]([S:23]([CH3:26])(=[O:25])=[O:24])([CH2:8][CH2:9][C:10]1[CH:15]=[CH:14][C:13]([S:16][C:17]2[CH:22]=[CH:21][CH:20]=[CH:19][CH:18]=2)=[CH:12][CH:11]=1)[C:3]([O:5]CC)=[O:4].O.[OH-].[Li+].O. (4) Given the product [O:26]=[C:24]1[NH:23][C:18](=[O:21])[C:2]2([CH2:7][CH2:6][CH2:5][N:4]([C:8]([O:10][C:11]([CH3:14])([CH3:13])[CH3:12])=[O:9])[CH2:3]2)[NH:22]1, predict the reactants needed to synthesize it. The reactants are: O=[C:2]1[CH2:7][CH2:6][CH2:5][N:4]([C:8]([O:10][C:11]([CH3:14])([CH3:13])[CH3:12])=[O:9])[CH2:3]1.[C-]#N.[K+].[C:18](=[O:21])([O-])[O-].[NH4+:22].[NH4+:23].[CH2:24]([OH:26])C. (5) Given the product [NH2:33][C:30]1[CH:31]=[C:32]2[C:27](=[CH:28][C:29]=1[O:14][CH2:13][CH2:12][CH2:11][CH2:10][N:8]([CH3:9])[CH3:7])[N:26]=[CH:25][N:24]=[C:23]2[NH:22][C:18]1[CH:19]=[CH:20][CH:21]=[C:16]([Br:15])[CH:17]=1, predict the reactants needed to synthesize it. The reactants are: CCCCCC.[CH3:7][N:8]([CH2:10][CH2:11][CH2:12][CH2:13][OH:14])[CH3:9].[Br:15][C:16]1[CH:17]=[C:18]([NH:22][C:23]2[C:32]3[C:27](=[CH:28][C:29](F)=[C:30]([N+:33]([O-])=O)[CH:31]=3)[N:26]=[CH:25][N:24]=2)[CH:19]=[CH:20][CH:21]=1.CCOC(C)=O. (6) Given the product [CH2:3]([O:5][C:6](=[O:14])[CH2:7][N:8]1[CH2:12][CH2:11][C@@H:10]([NH:13][S:21]([C:19]2[S:20][C:16]([Cl:15])=[CH:17][CH:18]=2)(=[O:23])=[O:22])[CH2:9]1)[CH3:4], predict the reactants needed to synthesize it. The reactants are: Cl.Cl.[CH2:3]([O:5][C:6](=[O:14])[CH2:7][N:8]1[CH2:12][CH2:11][C@@H:10]([NH2:13])[CH2:9]1)[CH3:4].[Cl:15][C:16]1[S:20][C:19]([S:21](Cl)(=[O:23])=[O:22])=[CH:18][CH:17]=1. (7) Given the product [Cl:9][C:10]1[CH:11]=[C:12]2[C:17](=[CH:18][CH:19]=1)[N:16]([CH3:20])[C:15](=[O:21])[C:14]([C:22]#[N:23])=[C:13]2[N:24]1[CH2:25][CH2:26][N:27]([C:6]([C:2]2[O:1][CH:5]=[CH:4][CH:3]=2)=[O:7])[CH2:28][CH2:29]1, predict the reactants needed to synthesize it. The reactants are: [O:1]1[CH:5]=[CH:4][CH:3]=[C:2]1[C:6](Cl)=[O:7].[Cl:9][C:10]1[CH:11]=[C:12]2[C:17](=[CH:18][CH:19]=1)[N:16]([CH3:20])[C:15](=[O:21])[C:14]([C:22]#[N:23])=[C:13]2[N:24]1[CH2:29][CH2:28][NH:27][CH2:26][CH2:25]1. (8) Given the product [Cl:8][C:4]1[CH:5]=[CH:6][CH:7]=[C:2]([Cl:1])[C:3]=1[C:9]1[O:13][N:12]=[C:11]([C@H:14]2[C@:19]([C:21]3[CH:26]=[CH:25][C:24]([F:27])=[C:23]([F:28])[CH:22]=3)([OH:20])[CH2:18][CH2:17][NH:16][CH2:15]2)[CH:10]=1, predict the reactants needed to synthesize it. The reactants are: [Cl:1][C:2]1[CH:7]=[CH:6][CH:5]=[C:4]([Cl:8])[C:3]=1[C:9]1[O:13][N:12]=[C:11]([C@@H:14]2[C@:19]([C:21]3[CH:26]=[CH:25][C:24]([F:27])=[C:23]([F:28])[CH:22]=3)([OH:20])[CH2:18][CH2:17][N:16](C(OC(C)(C)C)=O)[CH2:15]2)[CH:10]=1.Cl.O1CCOCC1.